Dataset: Full USPTO retrosynthesis dataset with 1.9M reactions from patents (1976-2016). Task: Predict the reactants needed to synthesize the given product. (1) Given the product [ClH:78].[NH2:10][C:11]1[C:12]([C:33]([NH:5][C:4]2[CH:6]=[CH:7][CH:8]=[CH:9][C:3]=2[O:2][CH3:1])=[O:34])=[N:13][C:14]([C:17]2[CH:18]=[CH:19][C:20]([S:23]([N:26]3[CH2:27][CH2:28][N:29]([CH3:32])[CH2:30][CH2:31]3)(=[O:25])=[O:24])=[CH:21][CH:22]=2)=[CH:15][N:16]=1, predict the reactants needed to synthesize it. The reactants are: [CH3:1][O:2][C:3]1[CH:9]=[CH:8][CH:7]=[CH:6][C:4]=1[NH2:5].[NH2:10][C:11]1[C:12]([C:33](O)=[O:34])=[N:13][C:14]([C:17]2[CH:22]=[CH:21][C:20]([S:23]([N:26]3[CH2:31][CH2:30][N:29]([CH3:32])[CH2:28][CH2:27]3)(=[O:25])=[O:24])=[CH:19][CH:18]=2)=[CH:15][N:16]=1.F[B-](F)(F)F.N1(OC(N(C)C)=[N+](C)C)C2C=CC=CC=2N=N1.O.ON1C2C=CC=CC=2N=N1.C(N(C(C)C)C(C)C)C.[ClH:78]. (2) Given the product [C:6]([C:10]1[O:14][N:13]=[C:12]([NH:15][C:3](=[O:4])[CH2:2][Cl:1])[CH:11]=1)([CH3:9])([CH3:8])[CH3:7], predict the reactants needed to synthesize it. The reactants are: [Cl:1][CH2:2][C:3](Cl)=[O:4].[C:6]([C:10]1[O:14][N:13]=[C:12]([NH2:15])[CH:11]=1)([CH3:9])([CH3:8])[CH3:7].N1C=CC=CC=1. (3) Given the product [NH2:1][C:2]1[C:7]2=[CH:8][CH:9]=[C:10]([C@@H:11]3[O:15][C@:14]([C:16]#[CH:17])([CH2:18][OH:19])[C@@H:13]([OH:20])[CH2:12]3)[N:6]2[N:5]=[CH:4][N:3]=1, predict the reactants needed to synthesize it. The reactants are: [NH2:1][C:2]1[C:7]2=[CH:8][CH:9]=[C:10]([C@@H:11]3[O:15][C@@:14]([CH2:18][OH:19])([C:16]#[CH:17])[C@@H:13]([O:20][Si](C(C)(C)C)(C)C)[CH2:12]3)[N:6]2[N:5]=[CH:4][N:3]=1.CCCC[N+](CCCC)(CCCC)CCCC.[F-].